Dataset: TCR-epitope binding with 47,182 pairs between 192 epitopes and 23,139 TCRs. Task: Binary Classification. Given a T-cell receptor sequence (or CDR3 region) and an epitope sequence, predict whether binding occurs between them. (1) The epitope is GTHWFVTQR. The TCR CDR3 sequence is CASSQDGLAGGHGNEQFF. Result: 0 (the TCR does not bind to the epitope). (2) The epitope is TPGPGVRYPL. The TCR CDR3 sequence is CASEPQSVMNTEAFF. Result: 0 (the TCR does not bind to the epitope). (3) The epitope is RLRPGGKKR. The TCR CDR3 sequence is CASSEVGLAEDTQYF. Result: 0 (the TCR does not bind to the epitope). (4) The epitope is VTIAEILLI. The TCR CDR3 sequence is CASSQGLGQGSYEQYF. Result: 0 (the TCR does not bind to the epitope). (5) The epitope is NYSGVVTTVMF. The TCR CDR3 sequence is CASGRQGLREDTQYF. Result: 0 (the TCR does not bind to the epitope). (6) The epitope is NLVPMVATV. The TCR CDR3 sequence is CASSSAGMGQPQHF. Result: 1 (the TCR binds to the epitope). (7) The epitope is KLSYGIATV. The TCR CDR3 sequence is CSVDDTGLGELFF. Result: 1 (the TCR binds to the epitope).